From a dataset of NCI-60 drug combinations with 297,098 pairs across 59 cell lines. Regression. Given two drug SMILES strings and cell line genomic features, predict the synergy score measuring deviation from expected non-interaction effect. (1) Cell line: NCI-H522. Drug 1: C1CCC(CC1)NC(=O)N(CCCl)N=O. Synergy scores: CSS=36.1, Synergy_ZIP=-5.42, Synergy_Bliss=-6.24, Synergy_Loewe=-6.11, Synergy_HSA=-0.949. Drug 2: CCC1=C2CN3C(=CC4=C(C3=O)COC(=O)C4(CC)O)C2=NC5=C1C=C(C=C5)O. (2) Drug 1: CCCS(=O)(=O)NC1=C(C(=C(C=C1)F)C(=O)C2=CNC3=C2C=C(C=N3)C4=CC=C(C=C4)Cl)F. Drug 2: N.N.Cl[Pt+2]Cl. Cell line: HT29. Synergy scores: CSS=37.8, Synergy_ZIP=-0.687, Synergy_Bliss=-1.94, Synergy_Loewe=-19.5, Synergy_HSA=-2.88. (3) Drug 1: C1=C(C(=O)NC(=O)N1)F. Drug 2: CCC1(C2=C(COC1=O)C(=O)N3CC4=CC5=C(C=CC(=C5CN(C)C)O)N=C4C3=C2)O.Cl. Cell line: MDA-MB-435. Synergy scores: CSS=25.7, Synergy_ZIP=3.10, Synergy_Bliss=1.68, Synergy_Loewe=-0.520, Synergy_HSA=3.70.